Dataset: Peptide-MHC class I binding affinity with 185,985 pairs from IEDB/IMGT. Task: Regression. Given a peptide amino acid sequence and an MHC pseudo amino acid sequence, predict their binding affinity value. This is MHC class I binding data. (1) The MHC is HLA-A02:12 with pseudo-sequence HLA-A02:12. The peptide sequence is FPASHMATY. The binding affinity (normalized) is 0.0847. (2) The peptide sequence is ISYGGGWRF. The MHC is HLA-A24:02 with pseudo-sequence HLA-A24:02. The binding affinity (normalized) is 0.447. (3) The peptide sequence is VSANVKGNW. The MHC is HLA-B58:01 with pseudo-sequence HLA-B58:01. The binding affinity (normalized) is 0.907. (4) The peptide sequence is YMYAVSGAL. The MHC is HLA-B15:01 with pseudo-sequence HLA-B15:01. The binding affinity (normalized) is 0.771. (5) The peptide sequence is EDGAEALG. The MHC is H-2-Kb with pseudo-sequence H-2-Kb. The binding affinity (normalized) is 0.206. (6) The peptide sequence is SVKKDLISY. The MHC is HLA-A30:02 with pseudo-sequence HLA-A30:02. The binding affinity (normalized) is 0.698. (7) The peptide sequence is LEYGANYFL. The MHC is HLA-A26:03 with pseudo-sequence HLA-A26:03. The binding affinity (normalized) is 0.0847. (8) The peptide sequence is MPSACANGW. The MHC is Patr-B1301 with pseudo-sequence Patr-B1301. The binding affinity (normalized) is 0.501. (9) The MHC is HLA-A02:01 with pseudo-sequence HLA-A02:01. The peptide sequence is KLIIDREVVA. The binding affinity (normalized) is 0.107.